Dataset: NCI-60 drug combinations with 297,098 pairs across 59 cell lines. Task: Regression. Given two drug SMILES strings and cell line genomic features, predict the synergy score measuring deviation from expected non-interaction effect. (1) Drug 1: CC(C1=C(C=CC(=C1Cl)F)Cl)OC2=C(N=CC(=C2)C3=CN(N=C3)C4CCNCC4)N. Drug 2: CC1C(C(CC(O1)OC2CC(CC3=C2C(=C4C(=C3O)C(=O)C5=C(C4=O)C(=CC=C5)OC)O)(C(=O)CO)O)N)O.Cl. Cell line: SK-MEL-2. Synergy scores: CSS=28.8, Synergy_ZIP=-2.52, Synergy_Bliss=-4.12, Synergy_Loewe=-22.5, Synergy_HSA=-5.91. (2) Drug 1: COC1=C(C=C2C(=C1)N=CN=C2NC3=CC(=C(C=C3)F)Cl)OCCCN4CCOCC4. Drug 2: C(CN)CNCCSP(=O)(O)O. Cell line: HOP-92. Synergy scores: CSS=9.96, Synergy_ZIP=-6.01, Synergy_Bliss=-5.58, Synergy_Loewe=-23.9, Synergy_HSA=-6.64. (3) Drug 1: CCCCCOC(=O)NC1=NC(=O)N(C=C1F)C2C(C(C(O2)C)O)O. Drug 2: CNC(=O)C1=NC=CC(=C1)OC2=CC=C(C=C2)NC(=O)NC3=CC(=C(C=C3)Cl)C(F)(F)F. Cell line: RPMI-8226. Synergy scores: CSS=6.11, Synergy_ZIP=13.7, Synergy_Bliss=16.2, Synergy_Loewe=1.38, Synergy_HSA=2.33. (4) Drug 1: C1CCN(CC1)CCOC2=CC=C(C=C2)C(=O)C3=C(SC4=C3C=CC(=C4)O)C5=CC=C(C=C5)O. Drug 2: CCC1=C2CN3C(=CC4=C(C3=O)COC(=O)C4(CC)O)C2=NC5=C1C=C(C=C5)O. Cell line: UACC62. Synergy scores: CSS=29.7, Synergy_ZIP=2.93, Synergy_Bliss=3.85, Synergy_Loewe=-27.4, Synergy_HSA=1.83. (5) Drug 1: CC12CCC3C(C1CCC2=O)CC(=C)C4=CC(=O)C=CC34C. Drug 2: C#CCC(CC1=CN=C2C(=N1)C(=NC(=N2)N)N)C3=CC=C(C=C3)C(=O)NC(CCC(=O)O)C(=O)O. Cell line: TK-10. Synergy scores: CSS=20.7, Synergy_ZIP=0.617, Synergy_Bliss=-2.10, Synergy_Loewe=-2.86, Synergy_HSA=-2.98.